Dataset: Full USPTO retrosynthesis dataset with 1.9M reactions from patents (1976-2016). Task: Predict the reactants needed to synthesize the given product. (1) Given the product [NH2:15][C:16]1[N:21]=[C:20]([NH:10][C@H:8]([C:7]2[N:6]=[C:5]3[CH:11]=[CH:12][N:13]([CH3:14])[C:4]3=[CH:3][C:2]=2[Br:1])[CH3:9])[C:19]([C:23]#[N:24])=[C:18]([CH3:25])[N:17]=1, predict the reactants needed to synthesize it. The reactants are: [Br:1][C:2]1[CH:3]=[C:4]2[N:13]([CH3:14])[CH:12]=[CH:11][C:5]2=[N:6][C:7]=1[C@@H:8]([NH2:10])[CH3:9].[NH2:15][C:16]1[N:21]=[C:20](Cl)[C:19]([C:23]#[N:24])=[C:18]([CH3:25])[N:17]=1.CCN(C(C)C)C(C)C. (2) The reactants are: [N:1]1([CH:6]2[CH2:14][C:13]3[C:8](=[CH:9][CH:10]=[C:11]([O:15][C:16]4[N:17]=[CH:18][C:19]([C:22]([O:24]C)=[O:23])=[N:20][CH:21]=4)[CH:12]=3)[CH2:7]2)[CH2:5][CH2:4][CH2:3][CH2:2]1.[OH-].[Na+]. Given the product [N:1]1([CH:6]2[CH2:14][C:13]3[C:8](=[CH:9][CH:10]=[C:11]([O:15][C:16]4[N:17]=[CH:18][C:19]([C:22]([OH:24])=[O:23])=[N:20][CH:21]=4)[CH:12]=3)[CH2:7]2)[CH2:2][CH2:3][CH2:4][CH2:5]1, predict the reactants needed to synthesize it. (3) Given the product [O:17]([C:24]1[CH:29]=[CH:28][C:27]([S:30]([NH:1][C@@H:2]2[CH2:7][CH2:6][CH2:5][CH2:4][C@H:3]2[C:8]([OH:10])=[O:9])(=[O:32])=[O:31])=[CH:26][CH:25]=1)[C:18]1[CH:19]=[CH:20][CH:21]=[CH:22][CH:23]=1, predict the reactants needed to synthesize it. The reactants are: [NH2:1][C@@H:2]1[CH2:7][CH2:6][CH2:5][CH2:4][C@H:3]1[C:8]([OH:10])=[O:9].C(=O)([O-])[O-].[Na+].[Na+].[O:17]([C:24]1[CH:29]=[CH:28][C:27]([S:30](Cl)(=[O:32])=[O:31])=[CH:26][CH:25]=1)[C:18]1[CH:23]=[CH:22][CH:21]=[CH:20][CH:19]=1.O. (4) Given the product [I-:48].[N:1]([CH2:4][CH2:5][S:6][C:7]1[CH:8]=[C:9]([C:13]([C:15]2[N:16]=[CH:17][N:18]3[CH:22]=[C:21]([C:23]4[C@H:24]([CH3:47])[C@@H:25]5[C@@H:42]([C@H:43]([OH:45])[CH3:44])[C:41](=[O:46])[N:26]5[C:27]=4[C:28]([O:30][CH2:31][C:32]4[CH:37]=[CH:36][C:35]([N+:38]([O-:40])=[O:39])=[CH:34][CH:33]=4)=[O:29])[S:20][C:19]=23)=[O:14])[CH:10]=[N+:11]([CH2:49][C:50](=[O:51])[NH2:52])[CH:12]=1)=[N+:2]=[N-:3], predict the reactants needed to synthesize it. The reactants are: [N:1]([CH2:4][CH2:5][S:6][C:7]1[CH:8]=[C:9]([C:13]([C:15]2[N:16]=[CH:17][N:18]3[CH:22]=[C:21]([C:23]4[C@H:24]([CH3:47])[C@@H:25]5[C@@H:42]([C@H:43]([OH:45])[CH3:44])[C:41](=[O:46])[N:26]5[C:27]=4[C:28]([O:30][CH2:31][C:32]4[CH:37]=[CH:36][C:35]([N+:38]([O-:40])=[O:39])=[CH:34][CH:33]=4)=[O:29])[S:20][C:19]=23)=[O:14])[CH:10]=[N:11][CH:12]=1)=[N+:2]=[N-:3].[I:48][CH2:49][C:50]([NH2:52])=[O:51]. (5) The reactants are: [Cl:1][C:2]1[CH:7]=[CH:6][C:5]([OH:8])=[CH:4][N:3]=1.O[CH2:10][CH:11]1[CH2:16][CH2:15][N:14]([C:17]([O:19][C:20]([CH3:23])([CH3:22])[CH3:21])=[O:18])[CH2:13][CH2:12]1.C1(P(C2C=CC=CC=2)C2C=CC=CC=2)C=CC=CC=1.N(C(N(C)C)=O)=NC(N(C)C)=O. Given the product [Cl:1][C:2]1[N:3]=[CH:4][C:5]([O:8][CH2:10][CH:11]2[CH2:16][CH2:15][N:14]([C:17]([O:19][C:20]([CH3:21])([CH3:23])[CH3:22])=[O:18])[CH2:13][CH2:12]2)=[CH:6][CH:7]=1, predict the reactants needed to synthesize it. (6) Given the product [C:16]([NH:2][CH2:3][C:4](=[O:14])[CH2:5][C:6]1[CH:11]=[C:10]([Br:12])[CH:9]=[CH:8][C:7]=1[Cl:13])(=[O:23])[C:17]1[CH:22]=[CH:21][CH:20]=[CH:19][CH:18]=1, predict the reactants needed to synthesize it. The reactants are: Cl.[NH2:2][CH2:3][C:4](=[O:14])[CH2:5][C:6]1[CH:11]=[C:10]([Br:12])[CH:9]=[CH:8][C:7]=1[Cl:13].O.[C:16](Cl)(=[O:23])[C:17]1[CH:22]=[CH:21][CH:20]=[CH:19][CH:18]=1.C(=O)([O-])O.[Na+]. (7) Given the product [CH2:49]([N:53]1[N:57]=[C:56]([CH3:58])[S:55]/[C:54]/1=[CH:59]\[C:4]([C:3]1[CH:7]=[C:8]([C:11]([F:14])([F:13])[F:12])[CH:9]=[CH:10][C:2]=1[F:1])=[O:6])[CH2:50][CH2:51][CH3:52], predict the reactants needed to synthesize it. The reactants are: [F:1][C:2]1[CH:10]=[CH:9][C:8]([C:11]([F:14])([F:13])[F:12])=[CH:7][C:3]=1[C:4]([OH:6])=O.CN(C(ON1N=NC2C=CC=NC1=2)=[N+](C)C)C.F[P-](F)(F)(F)(F)F.CCN(C(C)C)C(C)C.[I-].[CH2:49]([N+:53]1[N:57]=[C:56]([CH3:58])[S:55][C:54]=1[CH3:59])[CH2:50][CH2:51][CH3:52]. (8) Given the product [Cl:23][C:15]1[CH:16]=[C:17]([Cl:22])[C:18]([O:20][CH3:21])=[CH:19][C:14]=1[NH:13][C:11]1[C:26]2[C:7](=[CH:6][C:5]([F:28])=[C:4]([O:3][CH2:1][CH3:2])[CH:27]=2)[N:8]=[CH:9][C:10]=1[C:24]#[N:25], predict the reactants needed to synthesize it. The reactants are: [CH2:1]([O:3][C:4]1[CH:27]=[CH:26][C:7]([NH:8][CH:9]=[C:10]([C:24]#[N:25])[C:11]([NH:13][C:14]2[CH:19]=[C:18]([O:20][CH3:21])[C:17]([Cl:22])=[CH:16][C:15]=2[Cl:23])=O)=[CH:6][C:5]=1[F:28])[CH3:2].P(Cl)(Cl)(Cl)=O.